From a dataset of Full USPTO retrosynthesis dataset with 1.9M reactions from patents (1976-2016). Predict the reactants needed to synthesize the given product. (1) Given the product [Cl:10][CH2:9][CH:11]([OH:13])[CH2:12][C:1]1[CH:6]=[CH:5][CH:4]=[CH:3][CH:2]=1, predict the reactants needed to synthesize it. The reactants are: [C:1]1([Mg]Br)[CH:6]=[CH:5][CH:4]=[CH:3][CH:2]=1.[CH2:9]([CH:11]1[O:13][CH2:12]1)[Cl:10].[NH4+].[Cl-]. (2) Given the product [F:22][C:21]([F:24])([F:23])[C@:20]([OH:25])([CH3:26])[CH2:19][NH:18][C:14]([C:3]1[C:2]([NH2:1])=[CH:7][C:6]([C:8]([F:9])([F:10])[F:11])=[C:5]([O:12][CH3:13])[N:4]=1)=[O:16], predict the reactants needed to synthesize it. The reactants are: [NH2:1][C:2]1[C:3]([C:14]([OH:16])=O)=[N:4][C:5]([O:12][CH3:13])=[C:6]([C:8]([F:11])([F:10])[F:9])[CH:7]=1.Cl.[NH2:18][CH2:19][C@:20]([CH3:26])([OH:25])[C:21]([F:24])([F:23])[F:22].CN(C(ON1N=NC2C=CC=NC1=2)=[N+](C)C)C.F[P-](F)(F)(F)(F)F.CCN(C(C)C)C(C)C. (3) Given the product [Br:1][C:22]1[C:14]2[O:13][CH2:12][C:11]([CH2:9][CH3:10])([C:24]3[CH:29]=[CH:28][CH:27]=[CH:26][N:25]=3)[N:16]3[C:17](=[O:23])[NH:18][C:19]([C:15]=23)=[CH:20][CH:21]=1, predict the reactants needed to synthesize it. The reactants are: [Br:1]N1C(=O)CCC1=O.[CH2:9]([C:11]1([C:24]2[CH:29]=[CH:28][CH:27]=[CH:26][N:25]=2)[N:16]2[C:17](=[O:23])[NH:18][C:19]3=[CH:20][CH:21]=[CH:22][C:14](=[C:15]23)[O:13][CH2:12]1)[CH3:10]. (4) Given the product [CH3:27][NH:23][C:16]([C:13]1[N:14]=[CH:15][C:10]([CH2:9][NH:8][C:6](=[O:7])[O:5][C:1]([CH3:2])([CH3:3])[CH3:4])=[CH:11][CH:12]=1)=[O:18], predict the reactants needed to synthesize it. The reactants are: [C:1]([O:5][C:6]([NH:8][CH2:9][C:10]1[CH:11]=[CH:12][C:13]([C:16]([OH:18])=O)=[N:14][CH:15]=1)=[O:7])([CH3:4])([CH3:3])[CH3:2].Cl.CN.O[N:23]1[C:27]2C=CC=CC=2N=N1.Cl.CN(C)CCCN=C=NCC. (5) Given the product [CH2:3]([NH:7][C:8]([NH:2][CH3:1])=[S:9])[CH:4]([CH3:6])[CH3:5], predict the reactants needed to synthesize it. The reactants are: [CH3:1][NH2:2].[CH2:3]([N:7]=[C:8]=[S:9])[CH:4]([CH3:6])[CH3:5].